From a dataset of Forward reaction prediction with 1.9M reactions from USPTO patents (1976-2016). Predict the product of the given reaction. (1) The product is: [N:1]1([C:5]2[N:14]=[C:13]3[C:8]([C:9](=[O:24])[C:10]([C:19]([O:21][CH2:22][CH3:23])=[O:20])=[CH:11][N:12]3[CH2:15][CH2:16][C:17]#[N:18])=[CH:7][C:6]=2[Br:25])[CH2:2][CH2:3][CH2:4]1. Given the reactants [N:1]1([C:5]2[N:14]=[C:13]3[C:8]([C:9](=[O:24])[C:10]([C:19]([O:21][CH2:22][CH3:23])=[O:20])=[CH:11][N:12]3[CH2:15][CH2:16][C:17]#[N:18])=[CH:7][CH:6]=2)[CH2:4][CH2:3][CH2:2]1.[Br:25]N1C(C)(C)C(=O)N(Br)C1=O, predict the reaction product. (2) Given the reactants [NH:1]([C:3]1[N:8]=[CH:7][N:6]=[C:5]([OH:9])[CH:4]=1)[NH2:2].N(C1NC=NC(=O)C=1)N.[O:19]1[C:23]2([CH2:28][CH2:27][C:26](=O)[CH2:25][CH2:24]2)[O:22][CH2:21][CH2:20]1, predict the reaction product. The product is: [O:19]1[C:23]2([CH2:28][CH2:27][C:26](=[N:2][NH:1][C:3]3[N:8]=[CH:7][N:6]=[C:5]([OH:9])[CH:4]=3)[CH2:25][CH2:24]2)[O:22][CH2:21][CH2:20]1. (3) Given the reactants C([O:4][C@H:5]1[C@H:10]([O:11]C(=O)C)[C@@H:9]([O:15]C(=O)C)[C@H:8]([C:19]2[S:20][C:21]([CH2:26][C:27]3[CH:32]=[CH:31][C:30]([CH2:33][CH3:34])=[CH:29][CH:28]=3)=[C:22]([CH3:25])[C:23]=2[CH3:24])[O:7][C@@H:6]1[CH2:35][O:36]C(=O)C)(=O)C.C[O-].[Na+].CC(O)=O, predict the reaction product. The product is: [CH2:33]([C:30]1[CH:31]=[CH:32][C:27]([CH2:26][C:21]2[S:20][C:19]([C@H:8]3[C@H:9]([OH:15])[C@@H:10]([OH:11])[C@H:5]([OH:4])[C@@H:6]([CH2:35][OH:36])[O:7]3)=[C:23]([CH3:24])[C:22]=2[CH3:25])=[CH:28][CH:29]=1)[CH3:34]. (4) Given the reactants [NH2:1][C:2]1[CH:3]=[CH:4][C:5]([C:9]([F:12])([F:11])[F:10])=[N:6][C:7]=1I.[CH3:13][N:14](C=O)C, predict the reaction product. The product is: [NH2:1][C:2]1[CH:3]=[CH:4][C:5]([C:9]([F:12])([F:11])[F:10])=[N:6][C:7]=1[C:13]#[N:14]. (5) Given the reactants [CH3:1][C:2]1([CH3:20])[C:10]2[C:5](=[CH:6][CH:7]=[C:8](OS(C(F)(F)F)(=O)=O)[CH:9]=2)[C:4](=[O:19])[CH2:3]1.[CH3:21][N:22]([CH3:32])[C:23]1[CH:24]=[C:25](B(O)O)[CH:26]=[CH:27][CH:28]=1, predict the reaction product. The product is: [CH3:21][N:22]([CH3:32])[C:23]1[CH:28]=[C:27]([C:8]2[CH:9]=[C:10]3[C:5](=[CH:6][CH:7]=2)[C:4](=[O:19])[CH2:3][C:2]3([CH3:20])[CH3:1])[CH:26]=[CH:25][CH:24]=1. (6) Given the reactants [CH3:1][C:2]([CH3:6])([CH3:5])[C:3]#[CH:4].C1(C#C)C=CC=CC=1.[CH3:15][O:16][C:17]1[CH:18]=[C:19]([CH:22]=[CH:23][CH:24]=1)C#N, predict the reaction product. The product is: [CH3:15][O:16][C:17]1[CH:18]=[CH:19][CH:22]=[C:23]([C:4]#[C:3][C:2]([CH3:6])([CH3:5])[CH3:1])[CH:24]=1. (7) Given the reactants [OH:1][C:2]1[CH:3]=[C:4]([CH:8]=[C:9]([OH:11])[CH:10]=1)[C:5]([OH:7])=[O:6].[C:12]1(O)[C:21]2[C:16](=[CH:17][CH:18]=[CH:19][CH:20]=2)[CH:15]=[C:14]([OH:22])[CH:13]=1, predict the reaction product. The product is: [OH:1][C:2]1[CH:3]=[C:4]([CH:8]=[C:9]([OH:11])[CH:10]=1)[C:5]([O:7][C:12]1[C:21]2[C:16](=[CH:17][CH:18]=[CH:19][CH:20]=2)[CH:15]=[C:14]([O:22][C:5](=[O:6])[C:4]2[CH:3]=[C:2]([OH:1])[CH:10]=[C:9]([OH:11])[CH:8]=2)[CH:13]=1)=[O:6].